Dataset: Full USPTO retrosynthesis dataset with 1.9M reactions from patents (1976-2016). Task: Predict the reactants needed to synthesize the given product. (1) Given the product [CH2:8]([N:6]1[CH:7]=[C:2]([NH:1][S:36]([CH2:29][C:30]2[CH:35]=[CH:34][CH:33]=[CH:32][CH:31]=2)(=[O:38])=[O:37])[C:3](=[O:21])[N:4]([CH2:16][C:17]([O:19][CH3:20])=[O:18])[C:5]1=[O:15])[C:9]1[CH:14]=[CH:13][CH:12]=[CH:11][CH:10]=1, predict the reactants needed to synthesize it. The reactants are: [NH2:1][C:2]1[C:3](=[O:21])[N:4]([CH2:16][C:17]([O:19][CH3:20])=[O:18])[C:5](=[O:15])[N:6]([CH2:8][C:9]2[CH:14]=[CH:13][CH:12]=[CH:11][CH:10]=2)[CH:7]=1.CN1CCOCC1.[CH2:29]([S:36](Cl)(=[O:38])=[O:37])[C:30]1[CH:35]=[CH:34][CH:33]=[CH:32][CH:31]=1. (2) Given the product [CH:28]1([CH2:31][C:32]([NH:27][C@H:24]2[CH2:25][CH2:26][C@H:21]([CH2:20][CH2:19][N:16]3[CH2:17][CH2:18][N:13]([C:8]4[C:7]5[CH2:6][CH2:5][O:4][C:12]=5[CH:11]=[CH:10][N:9]=4)[CH2:14][CH2:15]3)[CH2:22][CH2:23]2)=[O:33])[CH2:30][CH2:29]1, predict the reactants needed to synthesize it. The reactants are: Cl.Cl.Cl.[O:4]1[C:12]2[CH:11]=[CH:10][N:9]=[C:8]([N:13]3[CH2:18][CH2:17][N:16]([CH2:19][CH2:20][C@H:21]4[CH2:26][CH2:25][C@H:24]([NH2:27])[CH2:23][CH2:22]4)[CH2:15][CH2:14]3)[C:7]=2[CH2:6][CH2:5]1.[CH:28]1([CH2:31][C:32](O)=[O:33])[CH2:30][CH2:29]1. (3) Given the product [CH3:8][C:6]([CH3:9])([C:5](=[O:10])[C:4](=[O:11])[C:2]([CH3:12])([CH3:3])[CH3:1])[CH3:7], predict the reactants needed to synthesize it. The reactants are: [CH3:1][C:2]([CH3:12])([C:4](=[O:11])[CH:5]([OH:10])[C:6]([CH3:9])([CH3:8])[CH3:7])[CH3:3].[Mn]([O-])(=O)(=O)=O.[K+].[OH-].[Na+].